Dataset: Forward reaction prediction with 1.9M reactions from USPTO patents (1976-2016). Task: Predict the product of the given reaction. (1) Given the reactants [Cl:1][C:2]1[CH:3]=[CH:4][C:5]([NH:8][C:9]([C:11]2[CH:16]=[CH:15][CH:14]=[C:13]([O:17]C)[C:12]=2[NH:19][C:20]([C:22]2[CH:27]=[CH:26][C:25]([C:28]#[N:29])=[CH:24][CH:23]=2)=[O:21])=[O:10])=[N:6][CH:7]=1.B(Br)(Br)Br, predict the reaction product. The product is: [Cl:1][C:2]1[CH:3]=[CH:4][C:5]([NH:8][C:9]([C:11]2[CH:16]=[CH:15][CH:14]=[C:13]([OH:17])[C:12]=2[NH:19][C:20]([C:22]2[CH:23]=[CH:24][C:25]([C:28]#[N:29])=[CH:26][CH:27]=2)=[O:21])=[O:10])=[N:6][CH:7]=1. (2) Given the reactants [F:1][C:2]1[CH:3]=[C:4]2[C:8](=[CH:9][C:10]=1[F:11])[C:7](=O)[CH2:6][CH2:5]2.[N:13](OCCC(C)C)=O.Cl.O, predict the reaction product. The product is: [F:1][C:2]1[CH:3]=[C:4]2[C:8](=[CH:9][C:10]=1[F:11])[CH2:7][CH:6]([NH2:13])[CH2:5]2. (3) Given the reactants [CH2:1]([O:3][C:4]([C:6]1[O:10][N:9]=[C:8]([C:11]2[CH:16]=[CH:15][C:14]([OH:17])=[CH:13][CH:12]=2)[CH:7]=1)=[O:5])[CH3:2].Br[CH2:19][C:20]1[C:21]([Cl:26])=[N:22][CH:23]=[CH:24][CH:25]=1, predict the reaction product. The product is: [CH2:1]([O:3][C:4]([C:6]1[O:10][N:9]=[C:8]([C:11]2[CH:12]=[CH:13][C:14]([O:17][CH2:19][C:20]3[C:21]([Cl:26])=[N:22][CH:23]=[CH:24][CH:25]=3)=[CH:15][CH:16]=2)[CH:7]=1)=[O:5])[CH3:2]. (4) Given the reactants C(N(CC)CC)C.[CH2:8]([O:10][P:11]([CH2:16][C:17]([OH:19])=O)([O:13][CH2:14][CH3:15])=[O:12])[CH3:9].[NH2:20][C:21]1[CH:22]=[C:23]2[C:28](=[CH:29][C:30]=1[O:31][CH2:32][CH:33]1[CH2:35][CH2:34]1)[N:27]=[CH:26][N:25]=[C:24]2[NH:36][C:37]1[CH:42]=[CH:41][C:40]([F:43])=[C:39]([Cl:44])[CH:38]=1.O, predict the reaction product. The product is: [Cl:44][C:39]1[CH:38]=[C:37]([NH:36][C:24]2[C:23]3[C:28](=[CH:29][C:30]([O:31][CH2:32][CH:33]4[CH2:34][CH2:35]4)=[C:21]([NH:20][C:17]([CH2:16][P:11]([O:10][CH2:8][CH3:9])([O:13][CH2:14][CH3:15])=[O:12])=[O:19])[CH:22]=3)[N:27]=[CH:26][N:25]=2)[CH:42]=[CH:41][C:40]=1[F:43].